The task is: Regression. Given two drug SMILES strings and cell line genomic features, predict the synergy score measuring deviation from expected non-interaction effect.. This data is from Merck oncology drug combination screen with 23,052 pairs across 39 cell lines. Drug 1: CN(Cc1cnc2nc(N)nc(N)c2n1)c1ccc(C(=O)NC(CCC(=O)O)C(=O)O)cc1. Drug 2: CS(=O)(=O)CCNCc1ccc(-c2ccc3ncnc(Nc4ccc(OCc5cccc(F)c5)c(Cl)c4)c3c2)o1. Cell line: EFM192B. Synergy scores: synergy=-5.49.